From a dataset of NCI-60 drug combinations with 297,098 pairs across 59 cell lines. Regression. Given two drug SMILES strings and cell line genomic features, predict the synergy score measuring deviation from expected non-interaction effect. (1) Drug 1: CC1=C(C=C(C=C1)NC2=NC=CC(=N2)N(C)C3=CC4=NN(C(=C4C=C3)C)C)S(=O)(=O)N.Cl. Drug 2: CCCS(=O)(=O)NC1=C(C(=C(C=C1)F)C(=O)C2=CNC3=C2C=C(C=N3)C4=CC=C(C=C4)Cl)F. Cell line: SNB-75. Synergy scores: CSS=3.73, Synergy_ZIP=4.91, Synergy_Bliss=5.11, Synergy_Loewe=3.94, Synergy_HSA=4.42. (2) Drug 1: CCCCC(=O)OCC(=O)C1(CC(C2=C(C1)C(=C3C(=C2O)C(=O)C4=C(C3=O)C=CC=C4OC)O)OC5CC(C(C(O5)C)O)NC(=O)C(F)(F)F)O. Drug 2: C1CN(CCN1C(=O)CCBr)C(=O)CCBr. Cell line: T-47D. Synergy scores: CSS=37.8, Synergy_ZIP=-10.1, Synergy_Bliss=-12.5, Synergy_Loewe=-20.9, Synergy_HSA=-9.62.